This data is from Experimentally validated miRNA-target interactions with 360,000+ pairs, plus equal number of negative samples. The task is: Binary Classification. Given a miRNA mature sequence and a target amino acid sequence, predict their likelihood of interaction. The miRNA is hsa-miR-641 with sequence AAAGACAUAGGAUAGAGUCACCUC. The protein sequence of the target gene is MPHEELPSLQRPRYGSIVDDERLSAEEMDERRRQNIAYEYLCHLEEAKRWMEVCLVEELPPTTELEEGLRNGVYLAKLAKFFAPKMVSEKKIYDVEQTRYKKSGLHFRHTDNTVQWLRAMESIGLPKIFYPETTDVYDRKNIPRMIYCIHALSLYLFKLGIAPQIQDLLGKVDFTEEEISNMRKELEKYGIQMPSFSKIGGILANELSVDEAALHAAVIAINEAVEKGIAEQTVVTLRNPNAVLTLVDDNLAPEYQKELWDAKKKKEENARLKNSCISEEERDAYEELLTQAEIQGNINK.... Result: 1 (interaction).